Dataset: Reaction yield outcomes from USPTO patents with 853,638 reactions. Task: Predict the reaction yield, written as a fraction of the theoretical maximum amount of product (1.0 means a 100% yield; for example, 0.34 means a 34% yield). (1) The reactants are [CH:1]1([C:4](Cl)=[O:5])[CH2:3][CH2:2]1.[F:7][C:8]1[CH:14]=[CH:13][C:12]([N+:15]([O-:17])=[O:16])=[CH:11][C:9]=1[NH2:10].C([O-])(O)=O.[Na+]. The catalyst is C(Cl)Cl.O. The product is [F:7][C:8]1[CH:14]=[CH:13][C:12]([N+:15]([O-:17])=[O:16])=[CH:11][C:9]=1[NH:10][C:4]([CH:1]1[CH2:3][CH2:2]1)=[O:5]. The yield is 0.980. (2) The reactants are [CH2:1]([C:3]([C:12]1[CH:17]=[CH:16][C:15]([OH:18])=[C:14]([CH3:19])[CH:13]=1)([C:6]1[S:7][CH:8]=[C:9]([CH3:11])[CH:10]=1)[CH2:4][CH3:5])[CH3:2].Br[CH2:21][C:22]([O:24][CH3:25])=[O:23].C([O-])([O-])=O.[K+].[K+]. The catalyst is CC(C)=O. The product is [CH3:25][O:24][C:22](=[O:23])[CH2:21][O:18][C:15]1[CH:16]=[CH:17][C:12]([C:3]([CH2:4][CH3:5])([C:6]2[S:7][CH:8]=[C:9]([CH3:11])[CH:10]=2)[CH2:1][CH3:2])=[CH:13][C:14]=1[CH3:19]. The yield is 0.900. (3) The reactants are [Cl:1][C:2]1[CH:3]=[C:4]([CH:10]=[CH:11][C:12]=1[Cl:13])[CH:5]=[CH:6][C:7]([OH:9])=O.[CH3:14][CH:15]1[NH:20][CH2:19][CH2:18][NH:17][C:16]1=[O:21].CN1CCOCC1.F[P-](F)(F)(F)(F)F.N1(OC(N(C)C)=[N+](C)C)C2N=CC=CC=2N=N1. The catalyst is CN(C)C=O. The product is [Cl:1][C:2]1[CH:3]=[C:4](/[CH:5]=[CH:6]/[C:7]([N:20]2[CH2:19][CH2:18][NH:17][C:16](=[O:21])[CH:15]2[CH3:14])=[O:9])[CH:10]=[CH:11][C:12]=1[Cl:13]. The yield is 0.700. (4) The reactants are [CH:1]1([C:4]2[N:8]([CH2:9][C:10]3[C:15]([F:16])=[CH:14][C:13]([O:17][CH2:18][CH3:19])=[CH:12][C:11]=3[F:20])[N:7]=[C:6]([C:21](OCC)=O)[C:5]=2[CH3:26])[CH2:3][CH2:2]1.Cl.[C:28]([NH:31][C:32](=[NH:34])[NH2:33])(=[NH:30])[NH2:29].C[O-].[Na+].Cl. The catalyst is CO.O. The product is [CH:1]1([C:4]2[N:8]([CH2:9][C:10]3[C:11]([F:20])=[CH:12][C:13]([O:17][CH2:18][CH3:19])=[CH:14][C:15]=3[F:16])[N:7]=[C:6]([C:21]3[N:33]=[C:32]([NH2:34])[N:31]=[C:28]([NH2:30])[N:29]=3)[C:5]=2[CH3:26])[CH2:2][CH2:3]1. The yield is 0.587. (5) The reactants are [CH3:1][O:2][C:3]1[CH:8]=[CH:7][C:6]([N+:9]([O-:11])=[O:10])=[CH:5][C:4]=1[OH:12].[H-].[Na+].Cl.Cl[CH2:17][CH2:18][N:19]1[CH2:24][CH2:23][O:22][CH2:21][CH2:20]1.O. The catalyst is CN(C=O)C. The product is [N:19]1([CH2:18][CH2:17][O:12][C:4]2[CH:5]=[C:6]([N+:9]([O-:11])=[O:10])[CH:7]=[CH:8][C:3]=2[O:2][CH3:1])[CH2:24][CH2:23][O:22][CH2:21][CH2:20]1. The yield is 0.950. (6) The reactants are [F:1][C:2]([F:19])([F:18])[CH2:3][CH2:4][NH:5][C:6]([C:8]1[CH:17]=[CH:16][C:11]([C:12]([O:14]C)=[O:13])=[CH:10][N:9]=1)=[O:7].[H-].[Na+].[CH3:22]I.O. The catalyst is CN(C)C=O. The product is [CH3:22][N:5]([CH2:4][CH2:3][C:2]([F:19])([F:18])[F:1])[C:6]([C:8]1[CH:17]=[CH:16][C:11]([C:12]([OH:14])=[O:13])=[CH:10][N:9]=1)=[O:7]. The yield is 0.470. (7) The reactants are [NH2:1][C:2]1[N:3]([CH3:23])[O:4][C:5]2([C:15]3[C:10](=[CH:11][CH:12]=[C:13]([OH:16])[CH:14]=3)[O:9][CH:8]([C:17]3[CH:22]=[CH:21][CH:20]=[CH:19][CH:18]=3)[CH2:7]2)[N:6]=1.Br[CH2:25][C:26]1[CH:31]=[CH:30][CH:29]=[CH:28][CH:27]=1.C([O-])([O-])=O.[K+].[K+]. The catalyst is CC(C)=O. The product is [CH2:25]([O:16][C:13]1[CH:14]=[C:15]2[C:5]3([O:4][N:3]([CH3:23])[C:2]([NH2:1])=[N:6]3)[CH2:7][CH:8]([C:17]3[CH:18]=[CH:19][CH:20]=[CH:21][CH:22]=3)[O:9][C:10]2=[CH:11][CH:12]=1)[C:26]1[CH:31]=[CH:30][CH:29]=[CH:28][CH:27]=1. The yield is 0.0300. (8) The reactants are O[CH:2]1[C:6]2[CH:7]=[C:8]([NH:13][C:14](=[O:20])[CH2:15][C:16]([CH3:19])([CH3:18])[CH3:17])[C:9]([CH3:12])=[C:10]([CH3:11])[C:5]=2[O:4][C:3]1([CH3:22])[CH3:21].[NH2:23][C:24]1[CH:29]=[CH:28][CH:27]=[CH:26][CH:25]=1. The catalyst is C(OCC)(=O)C.CCCCCC. The product is [NH:23]([CH:2]1[C:6]2[CH:7]=[C:8]([NH:13][C:14](=[O:20])[CH2:15][C:16]([CH3:18])([CH3:17])[CH3:19])[C:9]([CH3:12])=[C:10]([CH3:11])[C:5]=2[O:4][C:3]1([CH3:22])[CH3:21])[C:24]1[CH:29]=[CH:28][CH:27]=[CH:26][CH:25]=1. The yield is 0.790. (9) No catalyst specified. The product is [Cl:1][C:2]1[C:3]([C:28]#[C:27][C:26]([CH3:30])([CH3:29])[CH3:25])=[N:4][CH:5]=[C:6]([CH:23]=1)[C:7]([NH:9][S:10]([C:13]1[CH:18]=[CH:17][CH:16]=[CH:15][C:14]=1[S:19](=[O:22])(=[O:21])[NH2:20])(=[O:12])=[O:11])=[O:8]. The reactants are [Cl:1][C:2]1[C:3](Cl)=[N:4][CH:5]=[C:6]([CH:23]=1)[C:7]([NH:9][S:10]([C:13]1[CH:18]=[CH:17][CH:16]=[CH:15][C:14]=1[S:19](=[O:22])(=[O:21])[NH2:20])(=[O:12])=[O:11])=[O:8].[CH3:25][C:26]([CH3:30])([CH3:29])[C:27]#[CH:28]. The yield is 0.340.